Task: Predict the reactants needed to synthesize the given product.. Dataset: Full USPTO retrosynthesis dataset with 1.9M reactions from patents (1976-2016) (1) Given the product [C:13]([O:12][C:10]([N:17]1[CH2:23][CH2:22][CH2:21][N:20]([C:2]2[C:7]([O:8][CH3:9])=[CH:6][CH:5]=[CH:4][N:3]=2)[CH2:19][CH2:18]1)=[O:11])([CH3:16])([CH3:14])[CH3:15], predict the reactants needed to synthesize it. The reactants are: I[C:2]1[C:7]([O:8][CH3:9])=[CH:6][CH:5]=[CH:4][N:3]=1.[C:10]([N:17]1[CH2:23][CH2:22][CH2:21][NH:20][CH2:19][CH2:18]1)([O:12][C:13]([CH3:16])([CH3:15])[CH3:14])=[O:11].CC(C)([O-])C.[Na+]. (2) Given the product [F:1][C:2]1[C:7]([CH:8]2[CH2:9][CH2:10][N:11]([CH2:25][CH2:24][CH3:26])[CH2:12][CH2:13]2)=[CH:6][CH:5]=[CH:4][C:3]=1[C:14](=[O:16])[CH3:15], predict the reactants needed to synthesize it. The reactants are: [F:1][C:2]1[C:7]([CH:8]2[CH2:13][CH2:12][NH:11][CH2:10][CH2:9]2)=[CH:6][CH:5]=[CH:4][C:3]=1[C:14](=[O:16])[CH3:15].C(=O)([O-])[O-].[K+].[K+].I[CH:24]([CH3:26])[CH3:25]. (3) Given the product [OH:7][C@H:3]1[CH2:4][CH2:5][CH2:6][C@@H:2]1[NH:1][C:8](=[O:13])[CH2:9][CH2:10][CH:11]=[CH2:12], predict the reactants needed to synthesize it. The reactants are: [NH2:1][C@H:2]1[CH2:6][CH2:5][CH2:4][C@@H:3]1[OH:7].[C:8](O)(=[O:13])[CH2:9][CH2:10][CH:11]=[CH2:12].CCOC(C)=O.CCCCCC. (4) Given the product [CH3:18][O:19][C:20]1[CH:26]=[CH:25][C:24]([O:27][CH3:28])=[CH:23][C:21]=1[NH:22][C:2]1[CH:7]=[C:6]([C:8]([F:11])([F:10])[F:9])[N:5]=[C:4]([C:12]2[CH:17]=[CH:16][CH:15]=[CH:14][N:13]=2)[N:3]=1, predict the reactants needed to synthesize it. The reactants are: Cl[C:2]1[CH:7]=[C:6]([C:8]([F:11])([F:10])[F:9])[N:5]=[C:4]([C:12]2[CH:17]=[CH:16][CH:15]=[CH:14][N:13]=2)[N:3]=1.[CH3:18][O:19][C:20]1[CH:26]=[CH:25][C:24]([O:27][CH3:28])=[CH:23][C:21]=1[NH2:22]. (5) Given the product [CH3:16][C:17]1[C:21]([C:22]([N:24]2[CH2:25][CH2:26][N:27]([CH3:30])[CH2:28][CH2:29]2)=[O:23])=[C:20]([CH3:31])[NH:19][C:18]=1[CH:32]=[C:8]1[C:7]2[C:11](=[CH:12][CH:13]=[CH:14][C:6]=2[C:2]2[S:1][CH:5]=[CH:4][N:3]=2)[NH:10][C:9]1=[O:15], predict the reactants needed to synthesize it. The reactants are: [S:1]1[CH:5]=[CH:4][N:3]=[C:2]1[C:6]1[CH:14]=[CH:13][CH:12]=[C:11]2[C:7]=1[CH2:8][C:9](=[O:15])[NH:10]2.[CH3:16][C:17]1[C:21]([C:22]([N:24]2[CH2:29][CH2:28][N:27]([CH3:30])[CH2:26][CH2:25]2)=[O:23])=[C:20]([CH3:31])[NH:19][C:18]=1[CH:32]=O. (6) Given the product [Cl:27][C:28]1[CH:33]=[CH:32][C:31]([C:34]([C:35]2[C:36]([CH3:41])=[CH:37][N:26]=[C:24]([NH:23][C:13]3[CH:14]=[CH:15][C:16]([N:17]4[CH:21]=[C:20]([CH3:22])[N:19]=[CH:18]4)=[C:11]([O:10][CH3:9])[CH:12]=3)[N:25]=2)([CH3:43])[CH3:44])=[CH:30][CH:29]=1, predict the reactants needed to synthesize it. The reactants are: [N+]([O-])(O)=O.[N+]([O-])(O)=O.[CH3:9][O:10][C:11]1[CH:12]=[C:13]([NH:23][C:24]([NH2:26])=[NH:25])[CH:14]=[CH:15][C:16]=1[N:17]1[CH:21]=[C:20]([CH3:22])[N:19]=[CH:18]1.[Cl:27][C:28]1[CH:33]=[CH:32][C:31]([C:34]([CH3:44])([CH3:43])[C:35](=O)[C:36]([CH3:41])=[CH:37]N(C)C)=[CH:30][CH:29]=1.C(N(CC)CC)C. (7) Given the product [CH3:1][O:2][C:3]1[CH:8]=[C:7]([O:42][CH3:41])[CH:6]=[CH:5][C:4]=1[C:11](=[O:29])[CH2:12][N:13]1[C:17]([C:18]([O:20][CH2:21][CH3:22])=[O:19])=[CH:16][C:15]([C:23]2[CH:24]=[N:25][CH:26]=[CH:27][CH:28]=2)=[N:14]1, predict the reactants needed to synthesize it. The reactants are: [CH3:1][O:2][C:3]1[CH:8]=[CH:7][C:6](OC)=[CH:5][C:4]=1[C:11](=[O:29])[CH2:12][N:13]1[C:17]([C:18]([O:20][CH2:21][CH3:22])=[O:19])=[CH:16][C:15]([C:23]2[CH:24]=[N:25][CH:26]=[CH:27][CH:28]=2)=[N:14]1.N1C=CC=C(C2C=C([C:41](OCC)=[O:42])NN=2)C=1.BrCC(C1C=CC(OC)=CC=1OC)=O.